This data is from Catalyst prediction with 721,799 reactions and 888 catalyst types from USPTO. The task is: Predict which catalyst facilitates the given reaction. (1) Reactant: [Br:1][CH:2](C)[C:3]([C:5]1[S:9][C:8]2[CH:10]=[CH:11][C:12]([F:14])=[CH:13][C:7]=2[CH:6]=1)=O.[NH:16]1[CH2:20][CH2:19][NH:18][C:17]1=[S:21].[CH2:22](O)C. Product: [BrH:1].[F:14][C:12]1[CH:11]=[CH:10][C:8]2[S:9][C:5]([C:3]3([CH3:2])[CH2:22][S:21][C:17]4=[N:18][CH2:19][CH2:20][N:16]34)=[CH:6][C:7]=2[CH:13]=1. The catalyst class is: 15. (2) Reactant: [Br:1][C:2]1[C:10]2[C:5](=[CH:6][CH:7]=[CH:8][CH:9]=2)[NH:4][N:3]=1.CC(C)([O-])C.[K+].[CH2:17](Br)[C:18]1[CH:23]=[CH:22][CH:21]=[CH:20][CH:19]=1.Cl. Product: [CH2:17]([N:4]1[C:5]2[C:10](=[CH:9][CH:8]=[CH:7][CH:6]=2)[C:2]([Br:1])=[N:3]1)[C:18]1[CH:23]=[CH:22][CH:21]=[CH:20][CH:19]=1. The catalyst class is: 226. (3) Reactant: C([O:8][C:9]1[CH:10]=[CH:11][C:12]([C@@H:20]([OH:42])[CH2:21][NH:22][CH2:23][CH2:24][C:25]2[CH:30]=[CH:29][C:28]([O:31][CH2:32][C:33]([F:41])([F:40])[C:34]3[CH:39]=[CH:38][CH:37]=[CH:36][CH:35]=3)=[CH:27][CH:26]=2)=[C:13]2[C:18]=1[NH:17][C:16](=[O:19])[CH:15]=[CH:14]2)C1C=CC=CC=1. Product: [F:41][C:33]([F:40])([C:34]1[CH:39]=[CH:38][CH:37]=[CH:36][CH:35]=1)[CH2:32][O:31][C:28]1[CH:29]=[CH:30][C:25]([CH2:24][CH2:23][NH:22][CH2:21][C@@H:20]([C:12]2[CH:11]=[CH:10][C:9]([OH:8])=[C:18]3[C:13]=2[CH:14]=[CH:15][C:16](=[O:19])[NH:17]3)[OH:42])=[CH:26][CH:27]=1. The catalyst class is: 45.